From a dataset of Full USPTO retrosynthesis dataset with 1.9M reactions from patents (1976-2016). Predict the reactants needed to synthesize the given product. (1) Given the product [Cl:8][C:5]1[N:6]=[CH:7][C:2]2[N:1]=[CH:12][N:9]([CH2:10][CH3:11])[C:3]=2[CH:4]=1, predict the reactants needed to synthesize it. The reactants are: [NH2:1][C:2]1[C:3]([NH:9][CH2:10][CH3:11])=[CH:4][C:5]([Cl:8])=[N:6][CH:7]=1.[CH:12](O)=O. (2) Given the product [CH2:36]([O:29][C:28](=[O:30])[C:27]1[CH:31]=[CH:32][C:24]([NH:23][C:21]([C:18]2[CH:19]=[CH:20][C:15]3[O:14][CH2:13][CH2:12][N:11]([S:8]([C:6]4[CH:7]=[C:2]([Cl:1])[CH:3]=[CH:4][C:5]=4[O:34][CH3:35])(=[O:9])=[O:10])[C:16]=3[CH:17]=2)=[O:22])=[CH:25][C:26]=1[F:33])[CH3:37], predict the reactants needed to synthesize it. The reactants are: [Cl:1][C:2]1[CH:3]=[CH:4][C:5]([O:34][CH3:35])=[C:6]([S:8]([N:11]2[C:16]3[CH:17]=[C:18]([C:21]([NH:23][C:24]4[CH:32]=[CH:31][C:27]([C:28]([OH:30])=[O:29])=[C:26]([F:33])[CH:25]=4)=[O:22])[CH:19]=[CH:20][C:15]=3[O:14][CH2:13][CH2:12]2)(=[O:10])=[O:9])[CH:7]=1.[CH2:36](OC(=O)C1C=CC(N)=CC=1F)[CH3:37]. (3) Given the product [Cl:1][C:2]1[CH:3]=[CH:4][C:5]([CH2:6][NH:7][C:8](=[O:15])[NH:9][O:10][CH2:11][C:12](=[O:14])[NH:18][C@H:19]([C:32](=[O:33])[N:34]([C@@H:46]([CH3:54])[CH:47]([O:48][CH2:49][CH3:50])[O:51][CH2:52][CH3:53])[CH2:35][C:36]2[C:45]3[C:40](=[CH:41][CH:42]=[CH:43][CH:44]=3)[CH:39]=[CH:38][CH:37]=2)[CH2:20][CH2:21][CH2:22][CH2:23][NH:24][C:25](=[O:31])[O:26][C:27]([CH3:30])([CH3:29])[CH3:28])=[CH:16][CH:17]=1, predict the reactants needed to synthesize it. The reactants are: [Cl:1][C:2]1[CH:17]=[CH:16][C:5]([CH2:6][NH:7][C:8](=[O:15])[NH:9][O:10][CH2:11][C:12]([OH:14])=O)=[CH:4][CH:3]=1.[NH2:18][C@H:19]([C:32]([N:34]([C@@H:46]([CH3:54])[CH:47]([O:51][CH2:52][CH3:53])[O:48][CH2:49][CH3:50])[CH2:35][C:36]1[C:45]2[C:40](=[CH:41][CH:42]=[CH:43][CH:44]=2)[CH:39]=[CH:38][CH:37]=1)=[O:33])[CH2:20][CH2:21][CH2:22][CH2:23][NH:24][C:25](=[O:31])[O:26][C:27]([CH3:30])([CH3:29])[CH3:28].